Dataset: Full USPTO retrosynthesis dataset with 1.9M reactions from patents (1976-2016). Task: Predict the reactants needed to synthesize the given product. (1) Given the product [CH3:30][C:31]([CH3:34])([CH3:33])[CH2:32][N:3]1[C:2](=[O:1])[C:7]([CH2:8][C:9]2[CH:10]=[CH:11][C:12]([C:15]3[C:16]([C:21]#[N:22])=[CH:17][CH:18]=[CH:19][CH:20]=3)=[CH:13][CH:14]=2)=[C:6]([CH2:23][CH2:24][CH3:25])[N:5]2[N:26]=[CH:27][N:28]=[C:4]12, predict the reactants needed to synthesize it. The reactants are: [O:1]=[C:2]1[C:7]([CH2:8][C:9]2[CH:14]=[CH:13][C:12]([C:15]3[C:16]([C:21]#[N:22])=[CH:17][CH:18]=[CH:19][CH:20]=3)=[CH:11][CH:10]=2)=[C:6]([CH2:23][CH2:24][CH3:25])[N:5]2[N:26]=[CH:27][N:28]=[C:4]2[NH:3]1.I[CH2:30][C:31]([CH3:34])([CH3:33])[CH3:32].C(=O)([O-])[O-].[Cs+].[Cs+].CN(C)C(=O)C. (2) Given the product [F:1][C:2]1[C:3]([NH:10][C:11]2[C:16]([C:17]3[N:25]=[CH:24][N:23]=[C:22]4[C:18]=3[N:19]=[CH:20][N:21]4[CH:26]3[CH2:31][CH2:30][CH2:29][CH2:28][O:27]3)=[CH:15][CH:14]=[CH:13][N:12]=2)=[C:4]([F:9])[CH:5]=[CH:6][C:7]=1[NH:8][S:38]([C:32]1[CH:37]=[CH:36][CH:35]=[CH:34][CH:33]=1)(=[O:40])=[O:39], predict the reactants needed to synthesize it. The reactants are: [F:1][C:2]1[C:7]([NH2:8])=[CH:6][CH:5]=[C:4]([F:9])[C:3]=1[NH:10][C:11]1[C:16]([C:17]2[N:25]=[CH:24][N:23]=[C:22]3[C:18]=2[N:19]=[CH:20][N:21]3[CH:26]2[CH2:31][CH2:30][CH2:29][CH2:28][O:27]2)=[CH:15][CH:14]=[CH:13][N:12]=1.[C:32]1([S:38](Cl)(=[O:40])=[O:39])[CH:37]=[CH:36][CH:35]=[CH:34][CH:33]=1.N1C=CC=CC=1. (3) Given the product [Cl:17][CH:18]([CH3:22])[C:19]([N:2]1[CH2:3][CH2:4][N:5]2[C:13]3[CH:12]=[CH:11][CH:10]=[CH:9][C:8]=3[CH:7]=[C:6]2[CH2:1]1)=[O:20], predict the reactants needed to synthesize it. The reactants are: [CH2:1]1[C:6]2=[CH:7][C:8]3[CH:9]=[CH:10][CH:11]=[CH:12][C:13]=3[N:5]2[CH2:4][CH2:3][NH:2]1.C(Cl)Cl.[Cl:17][CH:18]([CH3:22])[C:19](Cl)=[O:20]. (4) The reactants are: [CH2:1]([N:8]([CH2:11][C:12]1[CH:13]=[C:14]([CH:38]=[CH:39][C:40]=1[OH:41])[CH2:15][C@H:16]1[C@H:24]2[C@@H:20]([N:21]([CH2:26][C:27]3[CH:32]=[CH:31][CH:30]=[C:29]([CH:33]([CH3:35])[CH3:34])[CH:28]=3)C(=O)[O:23]2)[CH2:19][S:18](=[O:37])(=[O:36])[CH2:17]1)[CH2:9][CH3:10])[C:2]1[CH:7]=[CH:6][CH:5]=[CH:4][CH:3]=1.C(Cl)[Cl:43].C[OH:46]. Given the product [ClH:43].[CH2:1]([N:8]([CH2:9][CH3:10])[C:11](=[O:46])[C:12]1[CH:13]=[C:14]([CH2:15][C@H:16]2[C@H:24]([OH:23])[C@@H:20]([NH:21][CH2:26][C:27]3[CH:32]=[CH:31][CH:30]=[C:29]([CH:33]([CH3:34])[CH3:35])[CH:28]=3)[CH2:19][S:18](=[O:37])(=[O:36])[CH2:17]2)[CH:38]=[CH:39][C:40]=1[OH:41])[C:2]1[CH:7]=[CH:6][CH:5]=[CH:4][CH:3]=1, predict the reactants needed to synthesize it. (5) The reactants are: [CH2:1]([C:8]1[N:9]=[C:10]([C@@H:13]2[CH2:17][CH2:16][C@H:15]([NH2:18])[CH2:14]2)[S:11][CH:12]=1)[C:2]1[CH:7]=[CH:6][CH:5]=[CH:4][CH:3]=1.CCN(C(C)C)C(C)C.Cl[C:29]1[N:34]=[CH:33][N:32]=[C:31]2[N:35](C3CCCCO3)[N:36]=[CH:37][C:30]=12. Given the product [CH2:1]([C:8]1[N:9]=[C:10]([C@@H:13]2[CH2:17][CH2:16][C@H:15]([NH:18][C:29]3[N:34]=[CH:33][N:32]=[C:31]4[NH:35][N:36]=[CH:37][C:30]=34)[CH2:14]2)[S:11][CH:12]=1)[C:2]1[CH:3]=[CH:4][CH:5]=[CH:6][CH:7]=1, predict the reactants needed to synthesize it. (6) Given the product [C:15]([O:14][C:13]([NH:12][C@@H:10]([CH3:11])[CH2:9][O:8][C:5]1[CH:4]=[C:3]([F:20])[C:2]([C:34]([O:30][CH2:28][CH3:29])=[O:35])=[N:7][CH:6]=1)=[O:19])([CH3:18])([CH3:17])[CH3:16], predict the reactants needed to synthesize it. The reactants are: Cl[C:2]1[N:7]=[CH:6][C:5]([O:8][CH2:9][C@@H:10]([NH:12][C:13](=[O:19])[O:14][C:15]([CH3:18])([CH3:17])[CH3:16])[CH3:11])=[CH:4][C:3]=1[F:20].C(N(CC)CC)C.[CH2:28]([OH:30])[CH3:29].CN([CH:34]=[O:35])C. (7) Given the product [N:3]1[C:4]2[C:9](=[CH:8][CH:7]=[CH:6][CH:5]=2)[N:10]=[CH:11][C:2]=1[N:18]1[CH:17]=[CH:16][CH:15]=[N:14][CH:13]1[NH2:12], predict the reactants needed to synthesize it. The reactants are: Cl[C:2]1[CH:11]=[N:10][C:9]2[C:4](=[CH:5][CH:6]=[CH:7][CH:8]=2)[N:3]=1.[NH2:12][C:13]1[N:18]=[CH:17][CH:16]=[CH:15][N:14]=1.